From a dataset of Full USPTO retrosynthesis dataset with 1.9M reactions from patents (1976-2016). Predict the reactants needed to synthesize the given product. (1) Given the product [NH2:8][C:9]1[N:17]=[CH:16][N:15]=[C:14]2[C:10]=1[N:11]=[CH:12][N:13]2[C@@H:18]1[O:19][C@H:20]([CH2:28][N:29]([CH3:47])[CH2:30][CH2:31][CH2:32][NH:33][C:34]([NH:36][C:37]2[CH:38]=[CH:39][C:40]([C:43]([CH3:45])([CH3:46])[CH3:44])=[CH:41][CH:42]=2)=[O:35])[C@@H:21]([OH:25])[C@H:22]1[OH:23], predict the reactants needed to synthesize it. The reactants are: C(O)(C(F)(F)F)=O.[NH2:8][C:9]1[N:17]=[CH:16][N:15]=[C:14]2[C:10]=1[N:11]=[CH:12][N:13]2[C@H:18]1[C@@H:22]2[O:23]C(C)(C)[O:25][C@@H:21]2[C@@H:20]([CH2:28][N:29]([CH3:47])[CH2:30][CH2:31][CH2:32][NH:33][C:34]([NH:36][C:37]2[CH:42]=[CH:41][C:40]([C:43]([CH3:46])([CH3:45])[CH3:44])=[CH:39][CH:38]=2)=[O:35])[O:19]1. (2) Given the product [ClH:40].[CH3:1][O:2][C:3](=[O:38])[CH:4]([NH2:30])[CH2:5][C:6]1[CH:7]=[CH:8][C:9]([O:12][C:13]2[CH:18]=[CH:17][C:16]([CH2:19][N:20]3[C:24]4[CH:25]=[CH:26][CH:27]=[CH:28][C:23]=4[S:22][C:21]3=[O:29])=[CH:15][CH:14]=2)=[CH:10][CH:11]=1, predict the reactants needed to synthesize it. The reactants are: [CH3:1][O:2][C:3](=[O:38])[CH:4]([NH:30]C(OC(C)(C)C)=O)[CH2:5][C:6]1[CH:11]=[CH:10][C:9]([O:12][C:13]2[CH:18]=[CH:17][C:16]([CH2:19][N:20]3[C:24]4[CH:25]=[CH:26][CH:27]=[CH:28][C:23]=4[S:22][C:21]3=[O:29])=[CH:15][CH:14]=2)=[CH:8][CH:7]=1.C(Cl)[Cl:40].